Predict the product of the given reaction. From a dataset of Forward reaction prediction with 1.9M reactions from USPTO patents (1976-2016). (1) Given the reactants [Br:1][C:2]1[CH:17]=[C:5]2[N:6]=[C:7]([CH3:16])[C:8]([CH2:11][C:12]([O:14][CH3:15])=[O:13])=[C:9](Cl)[N:4]2[N:3]=1.CC1(C)C(C)(C)OB(C2C=C(C)C=CC=2OC(C(C)C=C)C)O1.BrC1C=C(N)NN=1.[CH2:48]([O:51][C:52]1([CH3:58])[CH2:57][CH2:56][NH:55][CH2:54][CH2:53]1)[CH:49]=[CH2:50].CCN(C(C)C)C(C)C, predict the reaction product. The product is: [CH2:48]([O:51][C:52]1([CH3:58])[CH2:53][CH2:54][N:55]([C:9]2[N:4]3[N:3]=[C:2]([Br:1])[CH:17]=[C:5]3[N:6]=[C:7]([CH3:16])[C:8]=2[CH2:11][C:12]([O:14][CH3:15])=[O:13])[CH2:56][CH2:57]1)[CH:49]=[CH2:50]. (2) The product is: [Cl:28][C:14]1[CH:15]=[C:16]2[C:21](=[CH:22][C:13]=1[O:12][C:11]1[CH:29]=[CH:30][C:8]([C:6]([OH:7])=[O:5])=[CH:9][CH:10]=1)[O:20][CH2:19][CH2:18][CH:17]2[C:23]([O:25][CH2:26][CH3:27])=[O:24]. Given the reactants C([O:5][C:6]([C:8]1[CH:30]=[CH:29][C:11]([O:12][C:13]2[CH:22]=[C:21]3[C:16]([CH:17]([C:23]([O:25][CH2:26][CH3:27])=[O:24])[CH2:18][CH2:19][O:20]3)=[CH:15][C:14]=2[Cl:28])=[CH:10][CH:9]=1)=[O:7])(C)(C)C.C(O)(C(F)(F)F)=O, predict the reaction product. (3) Given the reactants [CH3:1][C@@H:2]([NH:12][CH2:13][C@H:14]([OH:25])[C:15]1[CH:20]=[CH:19][C:18]([OH:21])=[C:17]([NH:22][CH:23]=[O:24])[CH:16]=1)[CH2:3][C:4]1[CH:9]=[CH:8][C:7]([O:10][CH3:11])=[CH:6][CH:5]=1.[C@H:26]([OH:35])([C:32]([OH:34])=[O:33])[C@@H:27]([OH:31])[C:28]([OH:30])=[O:29].[C:36](#[N:38])[CH3:37], predict the reaction product. The product is: [CH3:1][C@@H:2]([NH:12][CH2:13][C@H:14]([OH:25])[C:15]1[CH:20]=[CH:19][C:18]([OH:21])=[C:17]([NH:22][CH:23]=[O:24])[CH:16]=1)[CH2:3][C:4]1[CH:9]=[CH:8][C:7]([O:10][CH3:11])=[CH:6][CH:5]=1.[C:28]([C@@H:27]([C@H:26]([C:32]([O-:34])=[O:33])[OH:35])[OH:31])([O-:30])=[O:29].[C:36](#[N:38])[CH3:37]. (4) Given the reactants [CH2:1]([N:8]1[CH:12]=[CH:11][N:10]=[CH:9]1)[C:2]1[CH:7]=[CH:6][CH:5]=[CH:4][CH:3]=1.[CH2:13]=[O:14].[C:15]([O-:18])(=O)C.[Na+], predict the reaction product. The product is: [OH:14][CH2:13][C:9]1[N:8]([CH2:1][C:2]2[CH:3]=[CH:4][CH:5]=[CH:6][CH:7]=2)[C:12]([CH2:15][OH:18])=[CH:11][N:10]=1. (5) Given the reactants [C:1](O[BH-](OC(=O)C)OC(=O)C)(=O)C.[Na+].[CH3:15][C@H:16]1[NH:21][C@@H:20]([CH3:22])[CH2:19][N:18]([C:23]2[CH:33]=[CH:32][C:26]([C:27]([O:29][CH2:30][CH3:31])=[O:28])=[CH:25][CH:24]=2)[CH2:17]1.C(O)(=O)C, predict the reaction product. The product is: [CH3:22][C@H:20]1[N:21]([CH3:1])[C@@H:16]([CH3:15])[CH2:17][N:18]([C:23]2[CH:33]=[CH:32][C:26]([C:27]([O:29][CH2:30][CH3:31])=[O:28])=[CH:25][CH:24]=2)[CH2:19]1. (6) Given the reactants [BH4-].[Na+].[Cl:3][CH2:4][C:5](O)=O.[NH2:8][C:9]1[CH:29]=[C:28]([Cl:30])[C:12]2[O:13][C:14]3[C:23]([CH3:24])=[CH:22][C:21]([C:25]([OH:27])=[O:26])=[CH:20][C:15]=3[S:16](=[O:19])(=[O:18])[CH2:17][C:11]=2[CH:10]=1.[C:31](=O)(O)[O-].[Na+], predict the reaction product. The product is: [CH3:31][O:26][C:25]([C:21]1[CH:22]=[C:23]([CH3:24])[C:14]2[O:13][C:12]3[C:28]([Cl:30])=[CH:29][C:9]([NH:8][CH2:5][CH2:4][Cl:3])=[CH:10][C:11]=3[CH2:17][S:16](=[O:18])(=[O:19])[C:15]=2[CH:20]=1)=[O:27]. (7) Given the reactants [CH:1]1([C:5]2[NH:6][N:7]=[C:8]3[C:13]=2[C:12]([O:14]C)=[CH:11][C:10]([CH2:16][C:17]2[CH:26]=[CH:25][C:24]4[C:19](=[CH:20][CH:21]=[CH:22][CH:23]=4)[CH:18]=2)=[N:9]3)[CH2:4][CH2:3][CH2:2]1.C1COCC1.Cl, predict the reaction product. The product is: [CH:1]1([C:5]2[NH:6][N:7]=[C:8]3[C:13]=2[C:12](=[O:14])[CH:11]=[C:10]([CH2:16][C:17]2[CH:26]=[CH:25][C:24]4[C:19](=[CH:20][CH:21]=[CH:22][CH:23]=4)[CH:18]=2)[NH:9]3)[CH2:2][CH2:3][CH2:4]1.